Dataset: Catalyst prediction with 721,799 reactions and 888 catalyst types from USPTO. Task: Predict which catalyst facilitates the given reaction. (1) Reactant: COC[O:4][C:5]1[CH:10]=[C:9]([O:11]COC)[C:8]([CH:15]([CH3:17])[CH3:16])=[CH:7][C:6]=1[C:18]1[N:19]([C:24]2[CH:29]=[CH:28][C:27]([O:30]C)=[CH:26][CH:25]=2)[C:20](=[O:23])[NH:21][N:22]=1.OC1C=C(O)C(C(C)C)=CC=1C1N(C2C=CC(OC)=CC=2)C(=O)NN=1.ClCCCl. Product: [OH:4][C:5]1[CH:10]=[C:9]([OH:11])[C:8]([CH:15]([CH3:17])[CH3:16])=[CH:7][C:6]=1[C:18]1[N:19]([C:24]2[CH:29]=[CH:28][C:27]([OH:30])=[CH:26][CH:25]=2)[C:20](=[O:23])[NH:21][N:22]=1. The catalyst class is: 81. (2) Reactant: [CH2:1]([N:8]1[CH2:13][CH2:12][C@@H:11]([CH3:14])[C@@H:10]([NH:15][C:16]2[C:21]([CH:22]=O)=[CH:20][N:19]=[C:18]3[N:24]([CH2:27][O:28][CH2:29][CH2:30][Si:31]([CH3:34])([CH3:33])[CH3:32])[CH:25]=[CH:26][C:17]=23)[CH2:9]1)[C:2]1[CH:7]=[CH:6][CH:5]=[CH:4][CH:3]=1.C1(P(C2C=CC=CC=2)C2C=CC=CC=2)C=CC=CC=1.[C:54](Br)(Br)([Br:56])[Br:55].C(=O)([O-])O.[Na+]. Product: [CH2:1]([N:8]1[CH2:13][CH2:12][C@@H:11]([CH3:14])[C@@H:10]([NH:15][C:16]2[C:17]3[CH:26]=[CH:25][N:24]([CH2:27][O:28][CH2:29][CH2:30][Si:31]([CH3:32])([CH3:34])[CH3:33])[C:18]=3[N:19]=[CH:20][C:21]=2[CH:22]=[C:54]([Br:56])[Br:55])[CH2:9]1)[C:2]1[CH:7]=[CH:6][CH:5]=[CH:4][CH:3]=1. The catalyst class is: 2.